Dataset: Full USPTO retrosynthesis dataset with 1.9M reactions from patents (1976-2016). Task: Predict the reactants needed to synthesize the given product. (1) The reactants are: [C:1]1([CH:8]=[CH:7][CH:6]=[C:4](O)[CH:3]=1)O.[CH2:9]([C:21]1[CH:27]=[CH:26][C:24]([NH2:25])=[CH:23][CH:22]=1)[CH2:10][CH2:11][CH2:12][CH2:13][CH2:14][CH2:15][CH2:16][CH2:17][CH2:18][CH2:19][CH3:20]. Given the product [CH2:20]([C:1]1[CH:8]=[CH:7][C:6]([NH:25][C:24]2[CH:23]=[CH:22][CH:21]=[C:27]([NH:25][C:24]3[CH:23]=[CH:22][C:21]([CH2:9][CH2:10][CH2:11][CH2:12][CH2:13][CH2:14][CH2:15][CH2:16][CH2:17][CH2:18][CH2:19][CH3:20])=[CH:27][CH:26]=3)[CH:26]=2)=[CH:4][CH:3]=1)[CH2:19][CH2:18][CH2:17][CH2:16][CH2:15][CH2:14][CH2:13][CH2:12][CH2:11][CH2:10][CH3:9], predict the reactants needed to synthesize it. (2) Given the product [Cl:18][C:15]1[CH:14]=[CH:13][C:12]([C@@:8]2([OH:11])[CH2:9][CH2:10][N:5]([C:3](=[O:4])[C@H:2]([NH:1][C:34](=[O:42])[O:35][C:36]3[CH:41]=[CH:40][CH:39]=[CH:38][CH:37]=3)[CH:21]([CH3:23])[CH3:22])[CH2:6][C:7]2([CH3:19])[CH3:20])=[CH:17][CH:16]=1, predict the reactants needed to synthesize it. The reactants are: [NH2:1][C@H:2]([CH:21]([CH3:23])[CH3:22])[C:3]([N:5]1[CH2:10][CH2:9][C@@:8]([C:12]2[CH:17]=[CH:16][C:15]([Cl:18])=[CH:14][CH:13]=2)([OH:11])[C:7]([CH3:20])([CH3:19])[CH2:6]1)=[O:4].C(N(CC)CC)C.C(Cl)Cl.[C:34](Cl)(=[O:42])[O:35][C:36]1[CH:41]=[CH:40][CH:39]=[CH:38][CH:37]=1.